This data is from Experimentally validated miRNA-target interactions with 360,000+ pairs, plus equal number of negative samples. The task is: Binary Classification. Given a miRNA mature sequence and a target amino acid sequence, predict their likelihood of interaction. (1) The miRNA is hsa-miR-548o-5p with sequence AAAAGUAAUUGCGGUUUUUGCC. The protein sequence of the target gene is MLSSMAAAGSVKAALQVAEVLEAIVSCCVGPEGRQVLCTKPTGEVLLSRNGGRLLEALHLEHPIARMIVDCVSSHLKKTGDGAKTFIIFLCHLLRGLHAITDREKDPLMCENIQTHGRHWKNCSRWKFISQALLTFQTQILDGIMDQYLSRHFLSIFSSAKERTLCRSSLELLLEAYFCGRVGRNNHKFISQLMCDYFFKCMTCKSGIGVFELVDDHFVELNVGVTGLPVSDSRIIAGLVLQKDFSVYRPADGDMRMVIVTETIQPLFSTSGSEFILNSEAQFQTSQFWIMEKTKAIMKH.... Result: 1 (interaction). (2) The miRNA is mmu-miR-668-3p with sequence UGUCACUCGGCUCGGCCCACUACC. The protein sequence of the target gene is MAAAAELSSSSGSERSLEQCSSPLLTREVLCEVFRSLHTLTRQLNLRDDVVKITIDWNRLQSLSASQPALLLTALEQHVLYLQPFLAKLQSLMKENSTATEIRQTEAETKSELRAIHPTEDLQDEGKPKDCDVGDVKKTQNLFDPEVVQIKAGKAEIDRRISAFIERKQAEINENNVREFCNVIDCNQENSCARTDAVFTPYPGFKSHVKVSRVVNTYGPQTRPEGIAGSGHKPTGMLRDCGNQAVEERLQNIEAHLRLQTGGPVPRDIYQRIKKLEDKILELEGISPEYFQSVNFSGKR.... Result: 0 (no interaction). (3) The miRNA is hsa-miR-106a-5p with sequence AAAAGUGCUUACAGUGCAGGUAG. The protein sequence of the target gene is MSYGEIEGKFLGPREEVTSEPRCKKLKSTTESYVFHNHSNADFHRIQEKTGNDWVPVTIIDVRGHSYLQENKIKTTDLHRPLHDEMPGNRPDVIESIDSQVLQEARPPLVSADDEIYSTSKAFIGPIYKPPEKKKRNEGRNEAHVLNGINDRGGQKEKQKFNSEKSEIDNELFQFYKEIEELEKEKDGFENSCKESEPSQEQFVPFYEGHNNGLLKPDEEKKDLSNKAMPSHCDYQQNLGNEPDKYPCNGQVIPTFCDTSFTSFRPEWQSVYPFIVPYGPPLPSLNYHLNIQRFSGPPNP.... Result: 1 (interaction). (4) The miRNA is mmu-miR-7085-3p with sequence UAGCUGGCCUCUCCCCACCUUC. The protein sequence of the target gene is MAAQPPRPVGERSMGSSREAARAPARSPAWASTQASTPGAALAVQRESPESGLQKHYSNLCMEKSQKINPFILHILQEVDEEIKKGLAAGITLNIAGNNRLVPVERVTGEDFWILSKILKNCLYINGLDVGYNLLCDVGAYYAAKLLQKQLNLIYLNLMFNDIGPEGGELIAKVLHKNRTLKYLRMTGNKIENKGGMFFAAMLQINSSLEKLDLGDCDLGMQSVIAFATVLTQNQAIKAINLNRPILYSEQEESTVHVGRMLKENHCLVALHMCKHDIKNSGIQQLCDALYLNSSLRYLD.... Result: 0 (no interaction). (5) The miRNA is rno-miR-342-3p with sequence UCUCACACAGAAAUCGCACCCGU. The protein sequence of the target gene is MAQYGHPSPLGMAAREELYSKVTPRRNRQQRPGTIKHGSALDVLLSMGFPRARAQKALASTGGRSVQAACDWLFSHVGDPFLDDPLPREYVLYLRPTGPLAQKLSDFWQQSKQICGKNKAHNIFPHITLCQFFMCEDSKVDALGEALQTTVSRWKCKFSAPLPLELYTSSNFIGLFVKEDSAEVLKKFAADFAAEAASKTEVHVEPHKKQLHVTLAYHFQASHLPTLEKLAQNIDVKLGCDWVATIFSRDIRFANHETLQVIYPYTPQNDDELELVPGDFIFMSPMEQTSTSEGWIYGTS.... Result: 0 (no interaction). (6) The miRNA is hsa-miR-6888-3p with sequence AUCUGUCUCGAUUGUUUCCAG. The protein sequence of the target gene is MLGSLVLRRKALAPRLLLRLLRSPTLRGHGGASGRNVTTGSLGEPQWLRVATGGRPGTSPALFSGRGAATGGRQGGRFDTKCLAAATWGRLPGPEETLPGQDSWNGVPSRAGLGMCALAAALVVHCYSKSPSNKDAALLEAARANNMQEVSRLLSEGADVNAKHRLGWTALMVAAINRNNSVVQVLLAAGADPNLGDDFSSVYKTAKEQGIHSLEDGGQDGASRHITNQWTSALEFRRWLGLPAGVLITREDDFNNRLNNRASFKGCTALHYAVLADDYRTVKELLDGGANPLQRNEMGH.... Result: 1 (interaction). (7) The miRNA is hsa-miR-95-5p with sequence UCAAUAAAUGUCUGUUGAAUU. The protein sequence of the target gene is MASGRGASSRWFFTREQLENTPSRRCGVEADKELSCRQQAANLIQEMGQRLNVSQLTINTAIVYMHRFYMHHSFTKFNKNIISSTALFLAAKVEEQARKLEHVIKVAHACLHPLEPLLDTKCDAYLQQTQELVILETIMLQTLGFEITIEHPHTDVVKCTQLVRASKDLAQTSYFMATNSLHLTTFCLQYKPTVIACVCIHLACKWSNWEIPVSTDGKHWWEYVDPTVTLELLDELTHEFLQILEKTPNRLKKIRNWRANQAARKPKVDGQVSETPLLGSSLVQNSILVDSVTGVPTNPS.... Result: 1 (interaction).